Dataset: Catalyst prediction with 721,799 reactions and 888 catalyst types from USPTO. Task: Predict which catalyst facilitates the given reaction. (1) Reactant: [CH3:1][C:2]1[NH:3][C:4]([C:15]2[CH:20]=[CH:19][CH:18]=[CH:17][C:16]=2[O:21][C:22]2[CH:27]=[CH:26][CH:25]=[CH:24][CH:23]=2)=[C:5]2[CH:10]=[C:9]([C:11](O)=[O:12])[NH:8][C:7](=[O:14])[C:6]=12.C(N1C=CN=C1)(N1C=CN=C1)=O.O/[N:41]=[C:42](\[NH2:49])/[C:43]1[CH:48]=[CH:47][CH:46]=[CH:45][CH:44]=1.[O-]P([O-])([O-])=O.[O-]P([O-])([O-])=O.[Ca+2].[Ca+2].[Ca+2]. Product: [CH3:1][C:2]1[NH:3][C:4]([C:15]2[CH:20]=[CH:19][CH:18]=[CH:17][C:16]=2[O:21][C:22]2[CH:27]=[CH:26][CH:25]=[CH:24][CH:23]=2)=[C:5]2[CH:10]=[C:9]([C:11]3[O:12][N:49]=[C:42]([C:43]4[CH:48]=[CH:47][CH:46]=[CH:45][CH:44]=4)[N:41]=3)[NH:8][C:7](=[O:14])[C:6]=12. The catalyst class is: 9. (2) Reactant: [C:1](/[C:3](=[CH:9]/OCC)/[C:4]([O:6][CH2:7][CH3:8])=[O:5])#[N:2].Cl.[CH3:14][O:15][C:16]1[CH:21]=[CH:20][C:19]([NH:22][NH2:23])=[CH:18][CH:17]=1.C([O-])([O-])=O.[Na+].[Na+]. Product: [NH2:2][C:1]1[N:22]([C:19]2[CH:20]=[CH:21][C:16]([O:15][CH3:14])=[CH:17][CH:18]=2)[N:23]=[CH:9][C:3]=1[C:4]([O:6][CH2:7][CH3:8])=[O:5]. The catalyst class is: 14. (3) Reactant: Cl.[NH2:2][CH:3]1[CH2:8][CH2:7][O:6][CH2:5][CH2:4]1.Cl[C:10]1[C:15]([C:16]([O:18][CH2:19][CH3:20])=[O:17])=[C:14]([CH3:21])[N:13]=[C:12]2[N:22]([CH2:25][CH3:26])[N:23]=[CH:24][C:11]=12.CCN(C(C)C)C(C)C. Product: [CH2:25]([N:22]1[C:12]2=[N:13][C:14]([CH3:21])=[C:15]([C:16]([O:18][CH2:19][CH3:20])=[O:17])[C:10]([NH:2][CH:3]3[CH2:8][CH2:7][O:6][CH2:5][CH2:4]3)=[C:11]2[CH:24]=[N:23]1)[CH3:26]. The catalyst class is: 23. (4) Reactant: Cl[C:2]1[N:7]=[C:6]([NH:8][CH:9]([CH3:11])[CH3:10])[C:5]([C:12](=[O:14])[CH3:13])=[CH:4][N:3]=1.[CH3:15][S-:16].[Na+]. Product: [CH:9]([NH:8][C:6]1[C:5]([C:12](=[O:14])[CH3:13])=[CH:4][N:3]=[C:2]([S:16][CH3:15])[N:7]=1)([CH3:11])[CH3:10]. The catalyst class is: 155. (5) Reactant: [Br:1][C:2]1[N:7]=[CH:6][C:5]([CH2:8][NH:9][CH2:10][CH2:11][O:12][CH3:13])=[CH:4][CH:3]=1.[C:14](O[C:14]([O:16][C:17]([CH3:20])([CH3:19])[CH3:18])=[O:15])([O:16][C:17]([CH3:20])([CH3:19])[CH3:18])=[O:15]. Product: [Br:1][C:2]1[N:7]=[CH:6][C:5]([CH2:8][N:9]([CH2:10][CH2:11][O:12][CH3:13])[C:14](=[O:15])[O:16][C:17]([CH3:20])([CH3:19])[CH3:18])=[CH:4][CH:3]=1. The catalyst class is: 1.